Dataset: Catalyst prediction with 721,799 reactions and 888 catalyst types from USPTO. Task: Predict which catalyst facilitates the given reaction. (1) Reactant: O[CH:2]([C:6]1[CH:11]=[CH:10][C:9]([CH:12]([CH3:14])[CH3:13])=[CH:8][CH:7]=1)[C:3]([OH:5])=[O:4].[Br:15][C:16]1[C:17]([CH3:25])=[C:18](O)[CH:19]=[C:20]([CH3:23])[C:21]=1[CH3:22].S(=O)(=O)(O)O. Product: [Br:15][C:16]1[C:21]([CH3:22])=[C:20]([CH3:23])[C:19]2[CH:2]([C:6]3[CH:11]=[CH:10][C:9]([CH:12]([CH3:14])[CH3:13])=[CH:8][CH:7]=3)[C:3](=[O:4])[O:5][C:18]=2[C:17]=1[CH3:25]. The catalyst class is: 6. (2) Reactant: [N:1]([C@H:4]1[CH2:8][CH2:7][N:6]([C:9]([O:11][C:12]([CH3:15])([CH3:14])[CH3:13])=[O:10])[CH2:5]1)=[N+]=[N-]. Product: [NH2:1][C@H:4]1[CH2:8][CH2:7][N:6]([C:9]([O:11][C:12]([CH3:15])([CH3:14])[CH3:13])=[O:10])[CH2:5]1. The catalyst class is: 19. (3) Reactant: [N:1]12[CH2:8][CH2:7][C:4]([C:9]([C:16]3[S:17][CH:18]=[CH:19][CH:20]=3)([C:11]3[S:12][CH:13]=[CH:14][CH:15]=3)[OH:10])([CH2:5][CH2:6]1)[CH2:3][CH2:2]2.[C:21]1([O:27][CH2:28][CH2:29][Br:30])[CH:26]=[CH:25][CH:24]=[CH:23][CH:22]=1. Product: [Br-:30].[OH:10][C:9]([C:16]1[S:17][CH:18]=[CH:19][CH:20]=1)([C:11]1[S:12][CH:13]=[CH:14][CH:15]=1)[C:4]12[CH2:5][CH2:6][N+:1]([CH2:29][CH2:28][O:27][C:21]3[CH:26]=[CH:25][CH:24]=[CH:23][CH:22]=3)([CH2:8][CH2:7]1)[CH2:2][CH2:3]2. The catalyst class is: 5. (4) Reactant: [Br:1][C:2]1[CH:3]=[C:4]([CH2:7][NH:8][CH3:9])[S:5][CH:6]=1.[C:18](O[C:18]([O:20][C:21]([CH3:24])([CH3:23])[CH3:22])=[O:19])([O:20][C:21]([CH3:24])([CH3:23])[CH3:22])=[O:19].O. Product: [Br:1][C:2]1[CH:3]=[C:4]([CH2:7][N:8]([CH3:9])[C:18](=[O:19])[O:20][C:21]([CH3:22])([CH3:23])[CH3:24])[S:5][CH:6]=1. The catalyst class is: 236. (5) Reactant: [O:1]=[C:2]1[CH:6]([C:7](O)=[O:8])[CH2:5][CH2:4][N:3]1[C:10]1[CH:15]=[CH:14][C:13]([O:16][CH2:17][C:18]2[CH:23]=[CH:22][C:21]([C:24]([F:27])([F:26])[F:25])=[CH:20][CH:19]=2)=[CH:12][CH:11]=1.O[N:29]1C2C=CC=CC=2N=N1.Cl.CN(C)CCCN=C=NCC.N. Product: [O:1]=[C:2]1[CH:6]([C:7]([NH2:29])=[O:8])[CH2:5][CH2:4][N:3]1[C:10]1[CH:15]=[CH:14][C:13]([O:16][CH2:17][C:18]2[CH:23]=[CH:22][C:21]([C:24]([F:27])([F:26])[F:25])=[CH:20][CH:19]=2)=[CH:12][CH:11]=1. The catalyst class is: 1. (6) Reactant: Cl[C:2]1[CH:7]=[C:6]([N:8]2[CH2:13][CH2:12][O:11][CH:10]([C:14]3[NH:18][C:17]4[CH2:19][CH2:20][CH2:21][CH2:22][C:16]=4[N:15]=3)[CH2:9]2)[N:5]=[C:4]([NH2:23])[N:3]=1.[F:24][C:25]1[CH:32]=[C:31](B2OC(C)(C)C(C)(C)O2)[CH:30]=[CH:29][C:26]=1[C:27]#[N:28].C([O-])([O-])=O.[Na+].[Na+]. Product: [NH2:23][C:4]1[N:3]=[C:2]([C:31]2[CH:30]=[CH:29][C:26]([C:27]#[N:28])=[C:25]([F:24])[CH:32]=2)[CH:7]=[C:6]([N:8]2[CH2:13][CH2:12][O:11][CH:10]([C:14]3[NH:18][C:17]4[CH2:19][CH2:20][CH2:21][CH2:22][C:16]=4[N:15]=3)[CH2:9]2)[N:5]=1. The catalyst class is: 70.